The task is: Predict the reactants needed to synthesize the given product.. This data is from Full USPTO retrosynthesis dataset with 1.9M reactions from patents (1976-2016). (1) Given the product [ClH:42].[ClH:1].[CH2:65]([N:62]([CH2:63][CH3:64])[CH2:61][CH2:60][NH:59][C:57]([C:21]1[C:22]2[C:17](=[C:16]([NH:25][C:26]3[CH:31]=[CH:30][C:29]([NH:32][S:33]([CH3:36])(=[O:34])=[O:35])=[CH:28][C:27]=3[O:37][CH3:38])[C:15]3[C:24]([N:23]=2)=[C:11]([I:87])[CH:12]=[CH:13][CH:14]=3)[CH:18]=[CH:19][CH:20]=1)=[O:58])[CH3:66], predict the reactants needed to synthesize it. The reactants are: [ClH:1].Cl.C(N(CC)CCNC([C:11]1[C:24]2[C:15](=[C:16]([NH:25][C:26]3[CH:31]=[CH:30][C:29]([NH:32][S:33]([CH3:36])(=[O:35])=[O:34])=[CH:28][C:27]=3[O:37][CH3:38])[C:17]3[C:22]([N:23]=2)=[CH:21][CH:20]=[CH:19][CH:18]=3)[CH:14]=[C:13](I)[CH:12]=1)=O)C.[Cl:42]C1C2C(N=C3C=1C=CC=C3[C:57]([NH:59][CH2:60][CH2:61][N:62]([CH2:65][CH3:66])[CH2:63][CH3:64])=[O:58])=C(I)C=CC=2.[K+].[Br-].C(N(CC)CCNC(C1NC2C(C=1)=CC([I:87])=CC=2)=O)C.C(N(CC)CCNC(C1N=C2C=CC=CN2C=1I)=O)C.Cl.C(N(CC)CCNC(C1SC2C=CC=C(I)C=2C=1)=O)C.C(N(CC)CCNC(C1SC2C=CC=C(I)C=2C=1)=O)C.IC1C=CC=C2C=1N=C1C(=C2)C=CC=C1C(OC)=O. (2) Given the product [NH:26](/[CH:27]=[CH:10]/[C:8]1[O:9][C:5]2[CH:4]=[CH:3][C:2]([F:1])=[CH:19][C:6]=2[N+:7]=1[CH2:11][CH2:12][CH2:13][CH2:14][S:15]([O-:18])(=[O:17])=[O:16])[C:20]1[CH:25]=[CH:24][CH:23]=[CH:22][CH:21]=1, predict the reactants needed to synthesize it. The reactants are: [F:1][C:2]1[CH:3]=[CH:4][C:5]2[O:9][C:8]([CH3:10])=[N+:7]([CH2:11][CH2:12][CH2:13][CH2:14][S:15]([O-:18])(=[O:17])=[O:16])[C:6]=2[CH:19]=1.[C:20]1([NH:26][CH:27]=NC2C=CC=CC=2)[CH:25]=[CH:24][CH:23]=[CH:22][CH:21]=1.C(OCC)(OCC)OCC.